This data is from NCI-60 drug combinations with 297,098 pairs across 59 cell lines. The task is: Regression. Given two drug SMILES strings and cell line genomic features, predict the synergy score measuring deviation from expected non-interaction effect. (1) Drug 1: CC12CCC(CC1=CCC3C2CCC4(C3CC=C4C5=CN=CC=C5)C)O. Drug 2: CN(C)C1=NC(=NC(=N1)N(C)C)N(C)C. Cell line: SW-620. Synergy scores: CSS=-2.99, Synergy_ZIP=0.603, Synergy_Bliss=-4.81, Synergy_Loewe=-10.5, Synergy_HSA=-8.71. (2) Drug 1: CCC(=C(C1=CC=CC=C1)C2=CC=C(C=C2)OCCN(C)C)C3=CC=CC=C3.C(C(=O)O)C(CC(=O)O)(C(=O)O)O. Drug 2: CC1CCCC2(C(O2)CC(NC(=O)CC(C(C(=O)C(C1O)C)(C)C)O)C(=CC3=CSC(=N3)C)C)C. Cell line: HL-60(TB). Synergy scores: CSS=78.0, Synergy_ZIP=0.973, Synergy_Bliss=-0.454, Synergy_Loewe=-30.0, Synergy_HSA=-0.532.